From a dataset of Forward reaction prediction with 1.9M reactions from USPTO patents (1976-2016). Predict the product of the given reaction. (1) Given the reactants C([O:4][C:5]1[CH:6]=[C:7]2[C:12](=[CH:13][CH:14]=1)[N:11]=[CH:10][C:9]([Br:15])=[CH:8]2)(=O)C.C([O-])([O-])=O.[K+].[K+], predict the reaction product. The product is: [Br:15][C:9]1[CH:10]=[N:11][C:12]2[C:7]([CH:8]=1)=[CH:6][C:5]([OH:4])=[CH:14][CH:13]=2. (2) Given the reactants [Cl:1][C:2]1[O:11][C:5]2=[C:6]([NH2:10])[N:7]=[CH:8][CH:9]=[C:4]2[CH:3]=1.[I:12]N1C(=O)CCC1=O, predict the reaction product. The product is: [Cl:1][C:2]1[O:11][C:5]2=[C:6]([NH2:10])[N:7]=[CH:8][C:9]([I:12])=[C:4]2[CH:3]=1. (3) Given the reactants [O:1]=[C:2]1[CH2:13][CH2:12][CH:11]=[CH:10][CH2:9][C@@H:8]([CH2:14][C:15]([O:17]C(C)(C)C)=O)[C:7](=[O:22])[N:6]2[CH2:23][CH2:24][CH2:25][C@H:5]2[CH2:4][NH:3]1.FC(F)(F)C(O)=O.O=C1CCC=CC[C@@H](CC(O)=O)C(=O)N2CCC[C@H]2CN1.[Cl:54][C:55]1[CH:60]=[CH:59][C:58]([CH2:61][NH2:62])=[CH:57][CH:56]=1, predict the reaction product. The product is: [Cl:54][C:55]1[CH:60]=[CH:59][C:58]([CH2:61][NH:62][C:15](=[O:17])[CH2:14][C@H:8]2[C:7](=[O:22])[N:6]3[CH2:23][CH2:24][CH2:25][C@H:5]3[CH2:4][NH:3][C:2](=[O:1])[CH2:13][CH2:12][CH:11]=[CH:10][CH2:9]2)=[CH:57][CH:56]=1. (4) The product is: [CH2:15]([O:14][C:12]1[C:11]([C:17]([F:20])([F:19])[F:18])=[CH:10][C:9]2[NH:21][C:22](=[O:40])[CH2:23][C:24]([C:26]3[CH:31]=[CH:30][CH:29]=[C:28]([C:32]4[C:33]([CH2:38][CH3:39])=[N:34][CH:35]=[CH:36][CH:37]=4)[CH:27]=3)=[N:7][C:8]=2[CH:13]=1)[CH3:16]. Given the reactants C(OC(=O)[NH:7][C:8]1[CH:13]=[C:12]([O:14][CH2:15][CH3:16])[C:11]([C:17]([F:20])([F:19])[F:18])=[CH:10][C:9]=1[NH:21][C:22](=[O:40])[CH2:23][C:24]([C:26]1[CH:31]=[CH:30][CH:29]=[C:28]([C:32]2[C:33]([CH2:38][CH3:39])=[N:34][CH:35]=[CH:36][CH:37]=2)[CH:27]=1)=O)(C)(C)C.C(O)(C(F)(F)F)=O, predict the reaction product.